This data is from Full USPTO retrosynthesis dataset with 1.9M reactions from patents (1976-2016). The task is: Predict the reactants needed to synthesize the given product. (1) Given the product [F:26][C:23]1[CH:24]=[CH:25][C:12]2[N:11]=[C:10]([CH:8]([NH:7][C:6]3[N:37]=[CH:36][N:35]=[C:34]4[C:30]=3[N:31]=[CH:32][NH:33]4)[CH3:9])[N:14]([C:15]3[C:20]([F:21])=[CH:19][CH:18]=[CH:17][N:16]=3)[C:13]=2[CH:22]=1, predict the reactants needed to synthesize it. The reactants are: C(O[C:6](=O)[NH:7][CH:8]([C:10]1[N:14]([C:15]2[C:20]([F:21])=[CH:19][CH:18]=[CH:17][N:16]=2)[C:13]2[CH:22]=[C:23]([F:26])[CH:24]=[CH:25][C:12]=2[N:11]=1)[CH3:9])(C)(C)C.ClC1[N:37]=[CH:36][N:35]=[C:34]2[C:30]=1[N:31]=[CH:32][N:33]2C1CCCCO1.CCN(C(C)C)C(C)C. (2) Given the product [CH3:19][O:18][C:16]([N:7]1[CH2:8][CH2:9][CH:10]([C:11]([OH:13])=[O:12])[C:5]2([O:1][CH2:2][CH2:3][O:4]2)[CH2:6]1)=[O:17], predict the reactants needed to synthesize it. The reactants are: [O:1]1[C:5]2([CH:10]([C:11]([O:13]CC)=[O:12])[CH2:9][CH2:8][N:7]([C:16]([O:18][CH3:19])=[O:17])[CH2:6]2)[O:4][CH2:3][CH2:2]1.[OH-].[Ba+2].[OH-].Cl.[Cl-].[Na+]. (3) Given the product [Cl:1][C:2]1[CH:30]=[CH:29][CH:28]=[CH:27][C:3]=1[CH2:4][N:5]([CH2:32][CH3:33])[C:6]([C:8]1[CH:9]=[CH:10][C:11]([C:14]2[CH:19]=[C:18]([C:20]3[O:21][C:22]([CH3:25])=[N:23][N:24]=3)[CH:17]=[CH:16][C:15]=2[CH3:26])=[CH:12][CH:13]=1)=[O:7], predict the reactants needed to synthesize it. The reactants are: [Cl:1][C:2]1[CH:30]=[CH:29][CH:28]=[CH:27][C:3]=1[CH2:4][NH:5][C:6]([C:8]1[CH:13]=[CH:12][C:11]([C:14]2[CH:19]=[C:18]([C:20]3[O:21][C:22]([CH3:25])=[N:23][N:24]=3)[CH:17]=[CH:16][C:15]=2[CH3:26])=[CH:10][CH:9]=1)=[O:7].I[CH2:32][CH3:33]. (4) Given the product [Cl:1][C:2]1[CH:10]=[CH:9][C:5]2[CH:6]=[C:7]([B:19]3[O:20][C:21]([CH3:23])([CH3:22])[C:17]([CH3:28])([CH3:16])[O:18]3)[O:8][C:4]=2[CH:3]=1, predict the reactants needed to synthesize it. The reactants are: [Cl:1][C:2]1[CH:10]=[CH:9][C:5]2[CH:6]=[CH:7][O:8][C:4]=2[CH:3]=1.[Li]CCCC.[CH3:16][C:17]1([CH3:28])[C:21]([CH3:23])([CH3:22])[O:20][B:19](OC(C)C)[O:18]1. (5) Given the product [N:1]1[C:10]2[C:5](=[CH:6][C:7]([O:11][C:22](=[O:23])[NH:21][C:17]3[CH:18]=[CH:19][CH:20]=[C:15]([Br:14])[CH:16]=3)=[CH:8][CH:9]=2)[CH:4]=[CH:3][CH:2]=1, predict the reactants needed to synthesize it. The reactants are: [N:1]1[C:10]2[C:5](=[CH:6][C:7]([OH:11])=[CH:8][CH:9]=2)[CH:4]=[CH:3][CH:2]=1.[H-].[Na+].[Br:14][C:15]1[CH:16]=[C:17]([N:21]=[C:22]=[O:23])[CH:18]=[CH:19][CH:20]=1. (6) Given the product [CH2:22]([O:21][C:19]([NH:18][C:15]1[CH:16]=[CH:17][C:12]([O:11][C:9]2[CH:8]=[CH:7][N:6]=[C:5]([C:3]([OH:4])=[O:2])[CH:10]=2)=[C:13]([F:29])[CH:14]=1)=[O:20])[C:23]1[CH:24]=[CH:25][CH:26]=[CH:27][CH:28]=1, predict the reactants needed to synthesize it. The reactants are: C[O:2][C:3]([C:5]1[CH:10]=[C:9]([O:11][C:12]2[CH:17]=[CH:16][C:15]([NH:18][C:19]([O:21][CH2:22][C:23]3[CH:28]=[CH:27][CH:26]=[CH:25][CH:24]=3)=[O:20])=[CH:14][C:13]=2[F:29])[CH:8]=[CH:7][N:6]=1)=[O:4].O.[OH-].[Li+].Cl.